From a dataset of Reaction yield outcomes from USPTO patents with 853,638 reactions. Predict the reaction yield, written as a fraction of the theoretical maximum amount of product (1.0 means a 100% yield; for example, 0.34 means a 34% yield). The reactants are [CH3:1][N:2]([CH3:33])[CH2:3][C:4]#[C:5][C:6]1[C:14]2[C:9](=[N:10][CH:11]=[CH:12][C:13]=2[O:15][C:16]2[CH:21]=[CH:20][C:19]([N+:22]([O-])=O)=[CH:18][C:17]=2[F:25])[N:8](C(OC(C)(C)C)=O)[CH:7]=1.[NH4+].[Cl-]. The catalyst is C1COCC1.CO.CCOC(C)=O.[Zn]. The product is [CH3:33][N:2]([CH3:1])[CH2:3][C:4]#[C:5][C:6]1[C:14]2[C:9](=[N:10][CH:11]=[CH:12][C:13]=2[O:15][C:16]2[CH:21]=[CH:20][C:19]([NH2:22])=[CH:18][C:17]=2[F:25])[NH:8][CH:7]=1. The yield is 0.900.